This data is from Catalyst prediction with 721,799 reactions and 888 catalyst types from USPTO. The task is: Predict which catalyst facilitates the given reaction. (1) Reactant: [NH2:1][C:2]1[CH:3]=[C:4]([CH:16]=[CH:17][C:18]=1[Cl:19])[C:5]([NH:7][CH2:8][C:9]1[CH:14]=[CH:13][CH:12]=[C:11]([F:15])[CH:10]=1)=[O:6].C(N(C(C)C)C(C)C)C.Cl[C:30](=[O:36])[CH2:31][C:32]([O:34][CH3:35])=[O:33]. Product: [CH3:35][O:34][C:32](=[O:33])[CH2:31][C:30]([NH:1][C:2]1[CH:3]=[C:4]([C:5](=[O:6])[NH:7][CH2:8][C:9]2[CH:14]=[CH:13][CH:12]=[C:11]([F:15])[CH:10]=2)[CH:16]=[CH:17][C:18]=1[Cl:19])=[O:36]. The catalyst class is: 4. (2) Reactant: C(OC([N:8]1[CH2:13][CH2:12][CH:11]([CH2:14][O:15][C:16]2[CH:21]=[CH:20][CH:19]=[C:18]([CH2:22][NH:23][CH3:24])[CH:17]=2)[CH2:10][CH2:9]1)=O)(C)(C)C.CCN(C(C)C)C(C)C.Br[CH2:35][C:36]([C:38]1[CH:43]=[CH:42][C:41]([O:44][CH3:45])=[CH:40][CH:39]=1)=O. Product: [CH3:45][O:44][C:41]1[CH:42]=[CH:43][C:38]([CH:36]2[C:19]3[C:18](=[CH:17][C:16]([O:15][CH2:14][CH:11]4[CH2:10][CH2:9][NH:8][CH2:13][CH2:12]4)=[CH:21][CH:20]=3)[CH2:22][N:23]([CH3:24])[CH2:35]2)=[CH:39][CH:40]=1. The catalyst class is: 1. (3) Reactant: C(N1C(C)=CC(OCC2C=CC=CC=2CNC(NC2N(C3C=CC=C(F)C=3)N=C(C(C)(C)C)C=2)=O)=C(Br)C1=O)C1C=CC=CC=1.C(N(CC)CC)C.C1(C2C=C(NC(=O)OC3C=CC([N+]([O-])=O)=CC=3)N(C3C=CC=CC=3)N=2)CC1.[Br:80][C:81]1[C:82](=[O:126])[N:83]([CH2:117][C:118]2[CH:123]=[CH:122][C:121](OC)=[CH:120][CH:119]=2)[C:84]([CH3:116])=[CH:85][C:86]=1[O:87][CH2:88][C:89]1[CH:115]=[CH:114][CH:113]=[CH:112][C:90]=1[CH2:91][NH:92][C:93]([NH:95][C:96]1[N:100]([C:101]2[CH:106]=[CH:105][C:104]([CH3:107])=[CH:103][CH:102]=2)[N:99]=[C:98]([C:108]([CH3:111])([CH3:110])[CH3:109])[CH:97]=1)=[O:94]. Product: [CH2:117]([N:83]1[C:84]([CH3:116])=[CH:85][C:86]([O:87][CH2:88][C:89]2[CH:115]=[CH:114][CH:113]=[CH:112][C:90]=2[CH2:91][NH:92][C:93]([NH:95][C:96]2[N:100]([C:101]3[CH:102]=[CH:103][C:104]([CH3:107])=[CH:105][CH:106]=3)[N:99]=[C:98]([C:108]([CH3:109])([CH3:110])[CH3:111])[CH:97]=2)=[O:94])=[C:81]([Br:80])[C:82]1=[O:126])[C:118]1[CH:123]=[CH:122][CH:121]=[CH:120][CH:119]=1. The catalyst class is: 2. (4) Reactant: [S:1]1[CH2:6][CH2:5][CH2:4][S:3][CH:2]1[Si](C)(C)C.C([Li])(CC)C.O=[C:17]1[CH2:22][CH2:21][CH:20]([C:23]([O:25][CH2:26][CH3:27])=[O:24])[CH2:19][CH2:18]1.Cl. Product: [S:1]1[CH2:6][CH2:5][CH2:4][S:3][C:2]1=[C:17]1[CH2:22][CH2:21][CH:20]([C:23]([O:25][CH2:26][CH3:27])=[O:24])[CH2:19][CH2:18]1. The catalyst class is: 1. (5) The catalyst class is: 65. Product: [CH3:1][CH:2]([CH3:18])[CH2:3][N:4]1[C:16]2[C:15]3[CH:14]=[C:13]([N+:19]([O-:21])=[O:20])[CH:12]=[CH:11][C:10]=3[N:9]=[C:8]([NH2:17])[C:7]=2[N:6]=[CH:5]1. Reactant: [CH3:1][CH:2]([CH3:18])[CH2:3][N:4]1[C:16]2[C:15]3[CH:14]=[CH:13][CH:12]=[CH:11][C:10]=3[N:9]=[C:8]([NH2:17])[C:7]=2[N:6]=[CH:5]1.[N+:19]([O-])([OH:21])=[O:20].[OH-].[NH4+]. (6) Reactant: [O:1]=[C:2]([N:18]1[CH2:23][CH2:22][N:21]([C:24]2[CH:29]=[CH:28][C:27]([NH:30][C:31]([C:33]3[CH2:38][CH2:37][CH2:36][CH2:35][C:34]=3[C:39]3[CH:44]=[CH:43][C:42]([C:45]([F:48])([F:47])[F:46])=[CH:41][CH:40]=3)=[O:32])=[CH:26][CH:25]=2)[CH2:20][CH2:19]1)[CH2:3][C:4]1[N:9]=[C:8]([NH:10]C(=O)OC(C)(C)C)[CH:7]=[CH:6][CH:5]=1.FC(F)(F)C(O)=O. Product: [NH2:10][C:8]1[N:9]=[C:4]([CH2:3][C:2]([N:18]2[CH2:19][CH2:20][N:21]([C:24]3[CH:25]=[CH:26][C:27]([NH:30][C:31]([C:33]4[CH2:38][CH2:37][CH2:36][CH2:35][C:34]=4[C:39]4[CH:40]=[CH:41][C:42]([C:45]([F:46])([F:48])[F:47])=[CH:43][CH:44]=4)=[O:32])=[CH:28][CH:29]=3)[CH2:22][CH2:23]2)=[O:1])[CH:5]=[CH:6][CH:7]=1. The catalyst class is: 4. (7) Reactant: [CH3:1][C:2]([CH3:49])([CH3:48])[C@H:3]([NH:43][C:44](=[O:47])[O:45][CH3:46])[C:4](=[O:42])[N:5]1[CH2:9][CH2:8][CH2:7][C@H:6]1[C:10](=[O:41])[NH:11][C:12]1[CH:17]=[CH:16][C:15]([CH2:18][N:19]([C:35]2[CH:40]=[CH:39][CH:38]=[CH:37][CH:36]=2)[CH2:20][C:21]2[CH:26]=[CH:25][C:24]([NH:27][C:28]([C@@H:30]3[CH2:34][CH2:33][CH2:32][NH:31]3)=[O:29])=[CH:23][CH:22]=2)=[CH:14][CH:13]=1.[CH2:50]([N:52]([CH2:63][CH3:64])[C@H:53]([C:57]1[CH:62]=[CH:61][CH:60]=[CH:59][CH:58]=1)[C:54](O)=[O:55])[CH3:51].CN(C(ON1N=NC2C=CC=NC1=2)=[N+](C)C)C.F[P-](F)(F)(F)(F)F.CCN(C(C)C)C(C)C. Product: [CH2:63]([N:52]([CH2:50][CH3:51])[C@H:53]([C:57]1[CH:62]=[CH:61][CH:60]=[CH:59][CH:58]=1)[C:54]([N:31]1[CH2:32][CH2:33][CH2:34][C@H:30]1[C:28]([NH:27][C:24]1[CH:25]=[CH:26][C:21]([CH2:20][N:19]([CH2:18][C:15]2[CH:14]=[CH:13][C:12]([NH:11][C:10]([C@@H:6]3[CH2:7][CH2:8][CH2:9][N:5]3[C:4](=[O:42])[C@@H:3]([NH:43][C:44](=[O:47])[O:45][CH3:46])[C:2]([CH3:49])([CH3:48])[CH3:1])=[O:41])=[CH:17][CH:16]=2)[C:35]2[CH:36]=[CH:37][CH:38]=[CH:39][CH:40]=2)=[CH:22][CH:23]=1)=[O:29])=[O:55])[CH3:64]. The catalyst class is: 58. (8) Reactant: C(O)(=O)C.FC1C(OCCF)=CC(OC)=CC=1C(NC1C=CC(C(N)=N)=CC=1)C1NC(=O)N(C2N=CC=CN=2)N=1.[CH2:41]([C:44]1[CH:49]=[C:48]([Br:50])[CH:47]=[C:46]([O:51][CH3:52])[C:45]=1[OH:53])[CH:42]=[CH2:43].N1C=CN=C1.Cl[Si:60]([CH:67]([CH3:69])[CH3:68])([CH:64]([CH3:66])[CH3:65])[CH:61]([CH3:63])[CH3:62].Cl. Product: [CH2:41]([C:44]1[CH:49]=[C:48]([Br:50])[CH:47]=[C:46]([O:51][CH3:52])[C:45]=1[O:53][Si:60]([CH:67]([CH3:69])[CH3:68])([CH:64]([CH3:66])[CH3:65])[CH:61]([CH3:63])[CH3:62])[CH:42]=[CH2:43]. The catalyst class is: 39.